This data is from Forward reaction prediction with 1.9M reactions from USPTO patents (1976-2016). The task is: Predict the product of the given reaction. (1) Given the reactants Br[C:2]1[C:3]([O:22][CH2:23][C:24]([F:27])([F:26])[F:25])=[N:4][C:5]([C:18]([F:21])([F:20])[F:19])=[C:6]([CH:17]=1)[C:7]([NH:9][CH2:10][C@:11]([CH:14]1[CH2:16][CH2:15]1)([OH:13])[CH3:12])=[O:8].[Cl:28][C:29]1[CH:30]=[C:31](B(O)O)[CH:32]=[CH:33][C:34]=1[Cl:35], predict the reaction product. The product is: [CH:14]1([C@@:11]([OH:13])([CH3:12])[CH2:10][NH:9][C:7](=[O:8])[C:6]2[CH:17]=[C:2]([C:32]3[CH:31]=[CH:30][C:29]([Cl:28])=[C:34]([Cl:35])[CH:33]=3)[C:3]([O:22][CH2:23][C:24]([F:27])([F:26])[F:25])=[N:4][C:5]=2[C:18]([F:21])([F:20])[F:19])[CH2:16][CH2:15]1. (2) Given the reactants Cl.[C:2]([NH:6][CH2:7][CH2:8]Cl)([CH3:5])([CH3:4])[CH3:3].C(=O)([O-])[O-].[K+].[K+].[CH3:16][NH:17][CH3:18], predict the reaction product. The product is: [C:2]([NH:6][CH2:7][CH2:8][N:17]([CH3:18])[CH3:16])([CH3:5])([CH3:4])[CH3:3]. (3) Given the reactants [CH3:1][CH:2]([O:4][C:5]1[CH:13]=[CH:12][C:8]([C:9]([OH:11])=O)=[CH:7][C:6]=1[C:14]([F:17])([F:16])[F:15])[CH3:3].C1C=CC2N(O)N=NC=2C=1.C(Cl)CCl.O[NH:33][C:34](=[NH:53])[C:35]1[CH:52]=[CH:51][C:38]2[CH2:39][CH2:40][N:41]([C:44]([O:46][C:47]([CH3:50])([CH3:49])[CH3:48])=[O:45])[CH2:42][CH2:43][C:37]=2[CH:36]=1, predict the reaction product. The product is: [CH3:3][CH:2]([O:4][C:5]1[CH:13]=[CH:12][C:8]([C:9]2[O:11][N:33]=[C:34]([C:35]3[CH:52]=[CH:51][C:38]4[CH2:39][CH2:40][N:41]([C:44]([O:46][C:47]([CH3:48])([CH3:49])[CH3:50])=[O:45])[CH2:42][CH2:43][C:37]=4[CH:36]=3)[N:53]=2)=[CH:7][C:6]=1[C:14]([F:17])([F:16])[F:15])[CH3:1]. (4) Given the reactants Br[C:2]1[CH:7]=[CH:6][N:5]=[CH:4][C:3]=1[N:8]([CH3:25])[C:9](=[O:24])[C:10]1[CH:15]=[C:14]([C:16]([F:19])([F:18])[F:17])[CH:13]=[C:12]([C:20]([F:23])([F:22])[F:21])[CH:11]=1.[CH3:26][O:27][C:28]1[C:33]([F:34])=[CH:32][C:31]([F:35])=[CH:30][C:29]=1B(O)O, predict the reaction product. The product is: [F:34][C:33]1[C:28]([O:27][CH3:26])=[C:29]([C:2]2[CH:7]=[CH:6][N:5]=[CH:4][C:3]=2[N:8]([CH3:25])[C:9](=[O:24])[C:10]2[CH:15]=[C:14]([C:16]([F:19])([F:18])[F:17])[CH:13]=[C:12]([C:20]([F:23])([F:22])[F:21])[CH:11]=2)[CH:30]=[C:31]([F:35])[CH:32]=1. (5) The product is: [N:9]1([C:2]2[CH:7]=[C:6]([NH2:8])[CH:5]=[CH:4][N:3]=2)[CH2:13][CH2:12][CH2:11][CH2:10]1. Given the reactants Cl[C:2]1[CH:7]=[C:6]([NH2:8])[CH:5]=[CH:4][N:3]=1.[NH:9]1[CH2:13][CH2:12][CH2:11][CH2:10]1, predict the reaction product.